From a dataset of Full USPTO retrosynthesis dataset with 1.9M reactions from patents (1976-2016). Predict the reactants needed to synthesize the given product. Given the product [Cl:18][C:9]1[N:10]=[C:11]([C:13]([O:15][CH2:16][CH3:17])=[CH2:14])[CH:12]=[C:7]([CH2:6][O:5][CH2:22][CH2:21][C:20]([F:25])([F:24])[F:19])[N:8]=1, predict the reactants needed to synthesize it. The reactants are: CS([O:5][CH2:6][C:7]1[CH:12]=[C:11]([C:13]([O:15][CH2:16][CH3:17])=[CH2:14])[N:10]=[C:9]([Cl:18])[N:8]=1)(=O)=O.[F:19][C:20]([F:25])([F:24])[CH2:21][CH2:22]O.[OH-].[Na+].